The task is: Predict the reaction yield, written as a fraction of the theoretical maximum amount of product (1.0 means a 100% yield; for example, 0.34 means a 34% yield).. This data is from Reaction yield outcomes from USPTO patents with 853,638 reactions. (1) The reactants are [C:1]([C:3]1[N:8]=[C:7]([C:9]2[CH:14]=[CH:13][C:12]([C:15]([CH3:20])([CH3:19])[C:16]([OH:18])=O)=[CH:11][CH:10]=2)[CH:6]=[N:5][CH:4]=1)#[N:2].[CH3:21][C@@H:22]([NH2:25])[CH2:23][CH3:24]. The yield is 0.430. The product is [C@H:22]([NH:25][C:16](=[O:18])[C:15]([C:12]1[CH:11]=[CH:10][C:9]([C:7]2[CH:6]=[N:5][CH:4]=[C:3]([C:1]#[N:2])[N:8]=2)=[CH:14][CH:13]=1)([CH3:20])[CH3:19])([CH2:23][CH3:24])[CH3:21]. No catalyst specified. (2) The reactants are [Cl:1][S:2]([OH:5])(=O)=[O:3].[NH:6]1[C:14]2[C:9](=[CH:10][CH:11]=[CH:12][CH:13]=2)[CH2:8][C:7]1=[O:15]. The catalyst is O. The product is [Cl:1][S:2]([C:11]1[CH:10]=[C:9]2[C:14](=[CH:13][CH:12]=1)[NH:6][C:7](=[O:15])[CH2:8]2)(=[O:5])=[O:3]. The yield is 0.500. (3) The reactants are Br[C:2]1[N:7]=[N:6][C:5]([NH2:8])=[N:4][C:3]=1[C:9]1[CH:14]=[CH:13][CH:12]=[CH:11][CH:10]=1.[CH3:15][O:16][C:17]1[CH:22]=[CH:21][C:20](B2OC(C)(C)C(C)(C)O2)=[CH:19][C:18]=1[NH:32][C:33](=[O:35])[CH3:34]. No catalyst specified. The product is [NH2:8][C:5]1[N:6]=[N:7][C:2]([C:20]2[CH:21]=[CH:22][C:17]([O:16][CH3:15])=[C:18]([NH:32][C:33](=[O:35])[CH3:34])[CH:19]=2)=[C:3]([C:9]2[CH:14]=[CH:13][CH:12]=[CH:11][CH:10]=2)[N:4]=1. The yield is 0.250. (4) The reactants are F[C:2]1[C:7]([C:8]([OH:10])=[O:9])=[CH:6][CH:5]=[CH:4][N:3]=1.CC(C)([O-])C.[K+].[F:17][C:18]([F:22])([F:21])[CH2:19][OH:20]. The catalyst is O.Cl. The product is [F:17][C:18]([F:22])([F:21])[CH2:19][O:20][C:2]1[N:3]=[CH:4][CH:5]=[CH:6][C:7]=1[C:8]([OH:10])=[O:9]. The yield is 0.320. (5) The yield is 0.0300. The product is [CH2:16]([O:19][CH:20]1[CH2:25][CH2:24][N:23]([CH2:2][CH2:3][CH2:4][N:5]2[C:14]3[C:9](=[CH:10][CH:11]=[CH:12][CH:13]=3)[CH2:8][CH2:7][C:6]2=[O:15])[CH2:22][CH2:21]1)[CH2:17][CH3:18]. The catalyst is CC#N. The reactants are Cl[CH2:2][CH2:3][CH2:4][N:5]1[C:14]2[C:9](=[CH:10][CH:11]=[CH:12][CH:13]=2)[CH2:8][CH2:7][C:6]1=[O:15].[CH2:16]([O:19][CH:20]1[CH2:25][CH2:24][NH:23][CH2:22][CH2:21]1)[CH2:17][CH3:18].C(=O)([O-])[O-].[K+].[K+].[I-].[Na+]. (6) The reactants are Br[C:2]1[C:18]([F:19])=[CH:17][C:5]2[O:6][CH2:7][CH2:8][C:9]3[S:13][C:12]([C:14]([NH2:16])=[O:15])=[N:11][C:10]=3[C:4]=2[CH:3]=1.[CH3:20][C:21]([OH:26])([C:24]#[CH:25])[CH2:22][OH:23]. No catalyst specified. The product is [OH:26][C:21]([CH3:20])([CH2:22][OH:23])[C:24]#[C:25][C:2]1[C:18]([F:19])=[CH:17][C:5]2[O:6][CH2:7][CH2:8][C:9]3[S:13][C:12]([C:14]([NH2:16])=[O:15])=[N:11][C:10]=3[C:4]=2[CH:3]=1. The yield is 0.140.